The task is: Predict the reactants needed to synthesize the given product.. This data is from Full USPTO retrosynthesis dataset with 1.9M reactions from patents (1976-2016). (1) The reactants are: C([N:8]([CH2:32][C@@H:33]([C:35]1[CH:40]=[CH:39][CH:38]=[C:37]([Cl:41])[CH:36]=1)[OH:34])[CH2:9][CH2:10][C:11]1[CH:16]=[CH:15][C:14]([S:17]([C:20]2[CH:30]=[CH:29][C:23]([C:24]([O:26][CH2:27][CH3:28])=[O:25])=[C:22]([OH:31])[CH:21]=2)(=[O:19])=[O:18])=[CH:13][CH:12]=1)C1C=CC=CC=1.Cl. Given the product [Cl:41][C:37]1[CH:36]=[C:35]([C@@H:33]([OH:34])[CH2:32][NH:8][CH2:9][CH2:10][C:11]2[CH:12]=[CH:13][C:14]([S:17]([C:20]3[CH:30]=[CH:29][C:23]([C:24]([O:26][CH2:27][CH3:28])=[O:25])=[C:22]([OH:31])[CH:21]=3)(=[O:18])=[O:19])=[CH:15][CH:16]=2)[CH:40]=[CH:39][CH:38]=1, predict the reactants needed to synthesize it. (2) Given the product [CH2:24]([C:22]1[CH:23]=[C:18]([CH2:17][CH2:11][O:10][CH2:9][CH2:8][Si:7]([CH3:14])([CH3:13])[CH3:6])[N:19]=[CH:20][N:21]=1)[CH2:25][C:26]1[CH:27]=[CH:28][CH:29]=[CH:30][CH:31]=1, predict the reactants needed to synthesize it. The reactants are: C([Li])CCC.[CH3:6][Si:7]([CH3:14])([CH3:13])[CH2:8][CH2:9][O:10][CH2:11]Cl.[Cl-].[NH4+].[CH3:17][C:18]1[CH:23]=[C:22]([CH:24](COCC[Si](C)(C)C)[CH2:25][C:26]2[CH:31]=[CH:30][CH:29]=[CH:28][CH:27]=2)[N:21]=[CH:20][N:19]=1.